This data is from Full USPTO retrosynthesis dataset with 1.9M reactions from patents (1976-2016). The task is: Predict the reactants needed to synthesize the given product. (1) Given the product [CH:1]1([C:7]2[C:15]3[C:14](=[O:16])[NH:13][C:12]([C:17]4[CH:22]=[CH:21][C:20]([S:23]([N:26]5[CH2:27][CH2:28][CH:29]([C:32]([OH:34])=[O:33])[CH2:30][CH2:31]5)(=[O:25])=[O:24])=[CH:19][C:18]=4[O:37][CH3:38])=[N:11][C:10]=3[N:9]([CH3:39])[N:8]=2)[CH2:2][CH2:3][CH2:4][CH2:5][CH2:6]1, predict the reactants needed to synthesize it. The reactants are: [CH:1]1([C:7]2[C:15]3[C:14](=[O:16])[NH:13][C:12]([C:17]4[CH:22]=[CH:21][C:20]([S:23]([N:26]5[CH2:31][CH2:30][CH:29]([C:32]([O:34]CC)=[O:33])[CH2:28][CH2:27]5)(=[O:25])=[O:24])=[CH:19][C:18]=4[O:37][CH3:38])=[N:11][C:10]=3[N:9]([CH3:39])[N:8]=2)[CH2:6][CH2:5][CH2:4][CH2:3][CH2:2]1.[OH-].[Na+]. (2) Given the product [F:1][C:2]1[CH:3]=[C:4]([C:8]2[C:12]([C:25]#[C:24][C:18]3[CH:23]=[CH:22][CH:21]=[CH:20][CH:19]=3)=[C:11]([NH:14][C:15](=[O:17])[CH3:16])[NH:10][N:9]=2)[CH:5]=[CH:6][CH:7]=1, predict the reactants needed to synthesize it. The reactants are: [F:1][C:2]1[CH:3]=[C:4]([C:8]2[C:12](I)=[C:11]([NH:14][C:15](=[O:17])[CH3:16])[NH:10][N:9]=2)[CH:5]=[CH:6][CH:7]=1.[C:18]1([C:24]#[CH:25])[CH:23]=[CH:22][CH:21]=[CH:20][CH:19]=1.C(N(CC)CC)C.CN(C=O)C. (3) Given the product [Cl:1][C:2]1[N:7]=[CH:6][C:5]([CH2:8][C:9]([CH3:18])([C:14]([OH:16])=[O:15])[C:10]([OH:12])=[O:11])=[CH:4][CH:3]=1, predict the reactants needed to synthesize it. The reactants are: [Cl:1][C:2]1[N:7]=[CH:6][C:5]([CH2:8][C:9]([CH3:18])([C:14]([O:16]C)=[O:15])[C:10]([O:12]C)=[O:11])=[CH:4][CH:3]=1.O.[OH-].[Li+].Cl. (4) Given the product [Br:11][C:12]1[CH:17]=[CH:16][C:15]([NH:18][C:19]2[O:10][C:9]3[CH:8]=[CH:7][C:4]([C:5]#[N:6])=[CH:3][C:2]=3[N:1]=2)=[CH:14][CH:13]=1, predict the reactants needed to synthesize it. The reactants are: [NH2:1][C:2]1[CH:3]=[C:4]([CH:7]=[CH:8][C:9]=1[OH:10])[C:5]#[N:6].[Br:11][C:12]1[CH:17]=[CH:16][C:15]([N:18]=[C:19]=S)=[CH:14][CH:13]=1.C(N(CC)CC)C.